From a dataset of Reaction yield outcomes from USPTO patents with 853,638 reactions. Predict the reaction yield, written as a fraction of the theoretical maximum amount of product (1.0 means a 100% yield; for example, 0.34 means a 34% yield). (1) The reactants are C([O:3][C:4]([C:6]1[C:10]([CH3:11])=[C:9]([CH:12]=[O:13])[NH:8][C:7]=1[CH3:14])=[O:5])C.[OH-].[K+].Cl. The catalyst is CO.O. The product is [CH:12]([C:9]1[NH:8][C:7]([CH3:14])=[C:6]([C:4]([OH:5])=[O:3])[C:10]=1[CH3:11])=[O:13]. The yield is 0.930. (2) The reactants are [Cl:1][N:2]([C:10]1[C:19]2[C:14](=[CH:15][C:16]([OH:22])=[C:17]([O:20][CH3:21])[CH:18]=2)[N:13]=[CH:12][N:11]=1)[C:3]1[CH:8]=[CH:7][CH:6]=[CH:5][C:4]=1[F:9].C1(P(C2C=CC=CC=2)C2C=CC=CC=2)C=CC=CC=1.[O:42]1[CH2:47][CH2:46][N:45]([CH2:48][C:49]#[C:50][CH2:51]O)[CH2:44][CH2:43]1.N(C(OCC)=O)=NC(OCC)=O.C(Cl)[Cl:66]. No catalyst specified. The product is [OH2:20].[ClH:1].[Cl:66][C:6]1[CH:7]=[CH:8][C:3]([NH:2][C:10]2[C:19]3[C:14](=[CH:15][C:16]([O:22][CH2:51][C:50]#[C:49][CH2:48][N:45]4[CH2:46][CH2:47][O:42][CH2:43][CH2:44]4)=[C:17]([O:20][CH3:21])[CH:18]=3)[N:13]=[CH:12][N:11]=2)=[C:4]([F:9])[CH:5]=1. The yield is 0.180. (3) The reactants are [NH:1]1[C:5]2=[N:6][CH:7]=[C:8]([C:10]#[N:11])[CH:9]=[C:4]2[CH:3]=[CH:2]1.Cl.[CH3:13][NH:14][CH3:15].[CH2:16]=O. The catalyst is C(O)(C)C. The product is [CH3:13][N:14]([CH2:16][C:3]1[C:4]2[C:5](=[N:6][CH:7]=[C:8]([C:10]#[N:11])[CH:9]=2)[NH:1][CH:2]=1)[CH3:15]. The yield is 0.480.